From a dataset of Forward reaction prediction with 1.9M reactions from USPTO patents (1976-2016). Predict the product of the given reaction. (1) Given the reactants Cl.Cl.[C:3]12([C:9]3[CH:14]=[CH:13][C:12]([CH2:15][NH2:16])=[C:11]([F:17])[CH:10]=3)[CH2:8][CH:7]1[CH2:6][NH:5][CH2:4]2.F[C:19]1[CH:26]=[C:20]([C:21]23CC2CN([CH2:21][C:20]2C=CC=[CH:26][CH:19]=2)C3)[CH:19]=[CH:26][C:20]=1[C:21]#N.COC1CCC(OC)O1.OS(O)(=O)=O.C([O-])(O)=O.[Na+], predict the reaction product. The product is: [F:17][C:11]1[CH:10]=[C:9]([C:3]23[CH2:8][CH:7]2[CH2:6][NH:5][CH2:4]3)[CH:14]=[CH:13][C:12]=1[CH2:15][N:16]1[CH:21]=[CH:20][CH:19]=[CH:26]1. (2) Given the reactants [CH:1]1[CH:2]=[CH:3][C:4]([NH:11][C:12]2[C:13]([Cl:19])=[CH:14][CH:15]=[CH:16][C:17]=2[Cl:18])=[C:5]([CH2:7][C:8]([OH:10])=[O:9])[CH:6]=1.OC1C2N=NNC=2C=CC=1.C1CCC(N=C=NC2CCCCC2)CC1.O[C:46]1[CH:51]=[CH:50][C:49]([C:52]2[S:56][S:55][C:54](=[S:57])[CH:53]=2)=[CH:48][CH:47]=1, predict the reaction product. The product is: [S:57]=[C:54]1[S:55][S:56][C:52]([C:49]2[CH:48]=[CH:47][C:46]([O:9][C:8](=[O:10])[CH2:7][C:5]3[CH:6]=[CH:1][CH:2]=[CH:3][C:4]=3[NH:11][C:12]3[C:13]([Cl:19])=[CH:14][CH:15]=[CH:16][C:17]=3[Cl:18])=[CH:51][CH:50]=2)=[CH:53]1. (3) Given the reactants [CH3:1][N:2]([C:11]1[CH:12]=[CH:13][CH:14]=[C:15]2[C:19]=1[NH:18][C:17]([C:20]1[S:21][C:22]3([CH2:29][CH2:28][NH:27][CH2:26][CH2:25]3)[CH2:23][N:24]=1)=[CH:16]2)[S:3]([C:6]1[S:7][CH:8]=[CH:9][CH:10]=1)(=[O:5])=[O:4].[CH3:30][N:31]1[CH2:35][CH2:34][N:33]=[C:32]1[CH:36]=O.C(O[BH-](OC(=O)C)OC(=O)C)(=O)C.[Na+].O, predict the reaction product. The product is: [CH3:1][N:2]([C:11]1[CH:12]=[CH:13][CH:14]=[C:15]2[C:19]=1[NH:18][C:17]([C:20]1[S:21][C:22]3([CH2:29][CH2:28][N:27]([CH2:36][C:32]4[N:31]([CH3:30])[CH:35]=[CH:34][N:33]=4)[CH2:26][CH2:25]3)[CH2:23][N:24]=1)=[CH:16]2)[S:3]([C:6]1[S:7][CH:8]=[CH:9][CH:10]=1)(=[O:4])=[O:5].